This data is from Forward reaction prediction with 1.9M reactions from USPTO patents (1976-2016). The task is: Predict the product of the given reaction. (1) Given the reactants C(O[CH:4]([O:13]CC)[C:5]1[CH:12]=[CH:11][C:8]([CH:9]=[O:10])=[CH:7][CH:6]=1)C.[F:16][C:17]([Si](C)(C)C)([F:19])[F:18].[F-].C([N+](CCCC)(CCCC)CCCC)CCC, predict the reaction product. The product is: [F:16][C:17]([F:19])([F:18])[CH:4]([C:5]1[CH:12]=[CH:11][C:8]([CH:9]=[O:10])=[CH:7][CH:6]=1)[OH:13]. (2) Given the reactants F[B-](F)(F)F.[CH3:6][N+:7]1[CH2:8][CH2:9][O:10][C:11]2[C:28]=1[CH:27]=[C:26]1[C:13](=[N:14][C:15]3[C:24]([O:25]1)=[CH:23][C:22]1[N:21]([CH3:29])[CH2:20][CH2:19][O:18][C:17]=1[CH:16]=3)[CH:12]=2.[CH2:30]([O:32][C:33](=[O:48])[CH2:34][CH2:35]CN1C2C=C(O)C=CC=2OCC1)[CH3:31].[ClH:49], predict the reaction product. The product is: [Cl-:49].[CH2:30]([O:32][C:33]([CH2:34][CH2:35][CH2:6][N:7]1[CH2:8][CH2:9][O:10][C:11]2[CH:12]=[C:13]3[C:26]([O:25][C:24]4[C:15](=[N:14]3)[CH:16]=[C:17]3[C:22](=[N+:21]([CH3:29])[CH2:20][CH2:19][O:18]3)[CH:23]=4)=[CH:27][C:28]1=2)=[O:48])[CH3:31]. (3) Given the reactants NC1N(C2C=CC=CC=2[O:13]C)N=CC=1C(N)=O.[NH2:18][C:19]1[N:23]([CH:24]2[CH2:29][CH2:28][C:27]([F:31])([F:30])[CH2:26][CH2:25]2)[N:22]=[CH:21][C:20]=1[C:32]#[N:33], predict the reaction product. The product is: [NH2:18][C:19]1[N:23]([CH:24]2[CH2:29][CH2:28][C:27]([F:31])([F:30])[CH2:26][CH2:25]2)[N:22]=[CH:21][C:20]=1[C:32]([NH2:33])=[O:13]. (4) Given the reactants C([O:3][C:4](=O)[CH2:5][C:6]([NH:8][C:9]1[NH:13][N:12]=[C:11]([C:14]([O:16][CH2:17][CH3:18])=[O:15])[CH:10]=1)=[O:7])C, predict the reaction product. The product is: [OH:7][C:6]1[CH:5]=[C:4]([OH:3])[N:13]2[N:12]=[C:11]([C:14]([O:16][CH2:17][CH3:18])=[O:15])[CH:10]=[C:9]2[N:8]=1. (5) Given the reactants Br[C:2]1[CH:7]=[CH:6][CH:5]=[CH:4][C:3]=1[CH2:8][CH2:9][C:10]([N:12]([CH:22]([CH3:24])[CH3:23])[NH:13][C:14](=[O:21])[C:15]1[CH:20]=[CH:19][CH:18]=[CH:17][CH:16]=1)=[O:11].C([O-])([O-])=O.[Na+].[Na+].[CH3:31][C:32]1[CH:37]=[CH:36][C:35]([CH3:38])=[CH:34][C:33]=1B(O)O, predict the reaction product. The product is: [CH3:31][C:32]1[CH:37]=[CH:36][C:35]([CH3:38])=[CH:34][C:33]=1[C:2]1[CH:7]=[CH:6][CH:5]=[CH:4][C:3]=1[CH2:8][CH2:9][C:10]([N:12]([CH:22]([CH3:24])[CH3:23])[NH:13][C:14](=[O:21])[C:15]1[CH:20]=[CH:19][CH:18]=[CH:17][CH:16]=1)=[O:11]. (6) Given the reactants [C:1]1([C:7]2[CH:12]=[CH:11][C:10]([OH:13])=[CH:9][C:8]=2[CH3:14])[CH:6]=[CH:5][CH:4]=[CH:3][CH:2]=1.[C:15]([O:19][C:20]([N:22]1[CH2:27][CH2:26][CH:25]([C:28]2[CH:33]=[CH:32][C:31]([CH2:34]O)=[CH:30][CH:29]=2)[CH2:24][CH2:23]1)=[O:21])([CH3:18])([CH3:17])[CH3:16].C1C=CC(P(C2C=CC=CC=2)C2C=CC=CC=2)=CC=1, predict the reaction product. The product is: [C:15]([O:19][C:20]([N:22]1[CH2:27][CH2:26][CH:25]([C:28]2[CH:33]=[CH:32][C:31]([CH2:34][O:13][C:10]3[CH:11]=[CH:12][C:7]([C:1]4[CH:2]=[CH:3][CH:4]=[CH:5][CH:6]=4)=[C:8]([CH3:14])[CH:9]=3)=[CH:30][CH:29]=2)[CH2:24][CH2:23]1)=[O:21])([CH3:18])([CH3:17])[CH3:16]. (7) Given the reactants S(=O)(=O)(O)O.[I-:6].[K+].I([O-])(=O)(=O)=O.[Na+].[Br:14][C:15]1[S:24][C:18]2[N:19]=[CH:20][NH:21][C:22](=[O:23])[C:17]=2[CH:16]=1, predict the reaction product. The product is: [Br:14][C:15]1[S:24][C:18]2[N:19]=[CH:20][NH:21][C:22](=[O:23])[C:17]=2[C:16]=1[I:6]. (8) Given the reactants [CH2:1]([O:3][C:4](=[O:17])[CH2:5][NH:6][S:7]([C:10]1[CH:15]=[CH:14][C:13]([F:16])=[CH:12][CH:11]=1)(=[O:9])=[O:8])[CH3:2].[C:18](=O)([O-])[O-].[K+].[K+].IC, predict the reaction product. The product is: [CH2:1]([O:3][C:4](=[O:17])[CH2:5][N:6]([S:7]([C:10]1[CH:15]=[CH:14][C:13]([F:16])=[CH:12][CH:11]=1)(=[O:9])=[O:8])[CH3:18])[CH3:2]. (9) Given the reactants [CH2:1]([O:8][C:9]1[N:13]([CH2:14][C:15]2[CH:20]=[CH:19][C:18]([CH2:21][OH:22])=[CH:17][CH:16]=2)[N:12]=[C:11]([C:23]([CH3:26])([CH3:25])[CH3:24])[CH:10]=1)[C:2]1[CH:7]=[CH:6][CH:5]=[CH:4][CH:3]=1.[F:27][C:28]1[CH:33]=[C:32](O)[CH:31]=[CH:30][C:29]=1[CH2:35][CH2:36][C:37]([O:39][CH2:40][CH3:41])=[O:38].C(P(CCCC)CCCC)CCC.N(C(N1CCCCC1)=O)=NC(N1CCCCC1)=O, predict the reaction product. The product is: [CH2:1]([O:8][C:9]1[N:13]([CH2:14][C:15]2[CH:16]=[CH:17][C:18]([CH2:21][O:22][C:32]3[CH:31]=[CH:30][C:29]([CH2:35][CH2:36][C:37]([O:39][CH2:40][CH3:41])=[O:38])=[C:28]([F:27])[CH:33]=3)=[CH:19][CH:20]=2)[N:12]=[C:11]([C:23]([CH3:26])([CH3:25])[CH3:24])[CH:10]=1)[C:2]1[CH:7]=[CH:6][CH:5]=[CH:4][CH:3]=1.